This data is from Forward reaction prediction with 1.9M reactions from USPTO patents (1976-2016). The task is: Predict the product of the given reaction. (1) Given the reactants C1[C@@H](CCCC[C:10]([OH:12])=[O:11])SSC1.[N-]=[N+]=[N-].CC(C)=C.C1C(=O)OC(=O)C=1.[NH2:27][CH2:28][CH2:29][C:30]1[CH:37]=[CH:36][C:34]([OH:35])=[C:32]([OH:33])[CH:31]=1, predict the reaction product. The product is: [O:11]=[C:10]([C@H:28]([CH2:29][C:30]1[CH:31]=[C:32]([OH:33])[C:34]([OH:35])=[CH:36][CH:37]=1)[NH2:27])[OH:12]. (2) Given the reactants [CH2:1]([NH:3][CH2:4][CH3:5])[CH3:2].[Cl:6][C:7]1[N:12]=[C:11]([CH3:13])[C:10]([S:14](Cl)(=[O:16])=[O:15])=[CH:9][CH:8]=1, predict the reaction product. The product is: [Cl:6][C:7]1[N:12]=[C:11]([CH3:13])[C:10]([S:14]([N:3]([CH2:4][CH3:5])[CH2:1][CH3:2])(=[O:16])=[O:15])=[CH:9][CH:8]=1. (3) Given the reactants [O:1]1CCO[CH:2]1[CH2:6][N:7]1[C:16]2[C:11](=[CH:12][C:13]([CH:17]([CH3:19])[CH3:18])=[CH:14][CH:15]=2)[CH:10]=[CH:9][C:8]1=[O:20].FC(F)(F)C(O)=O, predict the reaction product. The product is: [CH:17]([C:13]1[CH:12]=[C:11]2[C:16](=[CH:15][CH:14]=1)[N:7]([CH2:6][CH:2]=[O:1])[C:8](=[O:20])[CH:9]=[CH:10]2)([CH3:19])[CH3:18]. (4) Given the reactants Br[C:2]1[C:3](=[O:34])[N:4]([CH2:22][CH2:23][C:24]2[CH:33]=[CH:32][C:27]([C:28]([O:30][CH3:31])=[O:29])=[CH:26][CH:25]=2)[C:5]([CH2:9][O:10][C:11]2[CH:16]=[CH:15][CH:14]=[C:13]([O:17][C:18]([F:21])([F:20])[F:19])[CH:12]=2)=[C:6]([Cl:8])[CH:7]=1.[CH:35]1(OB(O)O)[CH2:37][CH2:36]1.P([O-])([O-])([O-])=O.[K+].[K+].[K+], predict the reaction product. The product is: [Cl:8][C:6]1[CH:7]=[C:2]([CH:35]2[CH2:37][CH2:36]2)[C:3](=[O:34])[N:4]([CH2:22][CH2:23][C:24]2[CH:33]=[CH:32][C:27]([C:28]([O:30][CH3:31])=[O:29])=[CH:26][CH:25]=2)[C:5]=1[CH2:9][O:10][C:11]1[CH:16]=[CH:15][CH:14]=[C:13]([O:17][C:18]([F:21])([F:20])[F:19])[CH:12]=1. (5) Given the reactants [C:1]1(=[O:13])[CH:9]2[CH:4]([CH:5]3[CH2:10][CH:8]2[CH2:7][C:6]3=[O:11])[C:3](=[O:12])[NH:2]1.[CH3:14][Mg]Br.C(O)(=O)C.O, predict the reaction product. The product is: [OH:11][C:6]1([CH3:14])[CH2:7][CH:8]2[CH2:10][CH:5]1[CH:4]1[CH:9]2[C:1](=[O:13])[NH:2][C:3]1=[O:12]. (6) Given the reactants [CH3:1][C:2]([OH:8])([CH2:4][CH2:5][CH2:6][CH3:7])[CH3:3].[C:9](OC(=O)C)(=[O:11])[CH3:10].C([O-])(O)=O.[Na+], predict the reaction product. The product is: [C:9]([O:8][C:2]([CH3:3])([CH2:4][CH2:5][CH2:6][CH3:7])[CH3:1])(=[O:11])[CH3:10]. (7) Given the reactants I[C:2]1[CH:3]=[C:4]([CH:7]=[CH:8][CH:9]=1)[C:5]#[N:6].C([Mg]Cl)(C)C.[Cl:15][C:16]1[CH:21]=[CH:20][C:19]([C:22]2(/[CH:26]=[CH:27]/[N+:28]([O-:30])=[O:29])[CH2:25][CH2:24][CH2:23]2)=[CH:18][CH:17]=1, predict the reaction product. The product is: [Cl:15][C:16]1[CH:17]=[CH:18][C:19]([C:22]2([CH:26]([C:2]3[CH:3]=[C:4]([CH:7]=[CH:8][CH:9]=3)[C:5]#[N:6])[CH2:27][N+:28]([O-:30])=[O:29])[CH2:23][CH2:24][CH2:25]2)=[CH:20][CH:21]=1.